This data is from hERG potassium channel inhibition data for cardiac toxicity prediction from Karim et al.. The task is: Regression/Classification. Given a drug SMILES string, predict its toxicity properties. Task type varies by dataset: regression for continuous values (e.g., LD50, hERG inhibition percentage) or binary classification for toxic/non-toxic outcomes (e.g., AMES mutagenicity, cardiotoxicity, hepatotoxicity). Dataset: herg_karim. (1) The compound is C[C@@H](c1ccc(-c2ccc(=O)n(C)c2F)cc1)[C@H]([NH3+])C(=O)N1CC[C@H](F)C1. The result is 0 (non-blocker). (2) The compound is CCCOc1cccc(-n2cc3nc(-c4cccnc4C)n(C[C@H]4CCCN(C[C@H]5CCCO5)C4)c(=O)c3n2)c1. The result is 1 (blocker).